This data is from Full USPTO retrosynthesis dataset with 1.9M reactions from patents (1976-2016). The task is: Predict the reactants needed to synthesize the given product. (1) Given the product [Cl:1][C:2]1[CH:3]=[C:4]([CH:23]=[CH:24][CH:25]=1)[O:5][C:6]1[C:11]([O:12][CH2:13][CH2:14][CH2:15][C:16]2[CH:21]=[CH:20][N:19]=[CH:18][C:17]=2[O:22][C:26](=[O:28])[CH3:27])=[CH:10][CH:9]=[CH:8][N:7]=1, predict the reactants needed to synthesize it. The reactants are: [Cl:1][C:2]1[CH:3]=[C:4]([CH:23]=[CH:24][CH:25]=1)[O:5][C:6]1[C:11]([O:12][CH2:13][CH2:14][CH2:15][C:16]2[CH:21]=[CH:20][N:19]=[CH:18][C:17]=2[OH:22])=[CH:10][CH:9]=[CH:8][N:7]=1.[C:26](OC(=O)C)(=[O:28])[CH3:27].C(OCC)(=O)C. (2) Given the product [F:32][C:33]([F:42])([F:43])[C:34]1[CH:41]=[CH:40][C:37]([CH2:38][N:13]2[CH2:14][CH2:15][C:10]3([CH2:9][CH2:8]3)[CH2:11][CH:12]2[C:16]([NH:18][C:19]2([C:22]3[CH:31]=[CH:30][C:25]([C:26]([O:28][CH3:29])=[O:27])=[CH:24][CH:23]=3)[CH2:20][CH2:21]2)=[O:17])=[CH:36][CH:35]=1, predict the reactants needed to synthesize it. The reactants are: FC(F)(F)C(O)=O.[CH2:8]1[C:10]2([CH2:15][CH2:14][NH:13][CH:12]([C:16]([NH:18][C:19]3([C:22]4[CH:31]=[CH:30][C:25]([C:26]([O:28][CH3:29])=[O:27])=[CH:24][CH:23]=4)[CH2:21][CH2:20]3)=[O:17])[CH2:11]2)[CH2:9]1.[F:32][C:33]([F:43])([F:42])[C:34]1[CH:41]=[CH:40][C:37]([CH2:38]Br)=[CH:36][CH:35]=1. (3) Given the product [Cl:43][C:44]1[CH:49]=[CH:48][C:47]([O:50][C:2]2[CH:3]=[C:4]([N:8]([CH2:9][C:10]3[CH:15]=[CH:14][CH:13]=[C:12]([O:16][C:17]([F:22])([F:21])[CH:18]([F:19])[F:20])[CH:11]=3)[CH2:23][CH:24]([OH:29])[C:25]([F:27])([F:26])[F:28])[CH:5]=[CH:6][CH:7]=2)=[CH:46][C:45]=1[CH2:51][CH3:52], predict the reactants needed to synthesize it. The reactants are: Br[C:2]1[CH:3]=[C:4]([N:8]([CH2:23][CH:24]([O:29][Si](C(C)(C)C)(C)C)[C:25]([F:28])([F:27])[F:26])[CH2:9][C:10]2[CH:15]=[CH:14][CH:13]=[C:12]([O:16][C:17]([F:22])([F:21])[CH:18]([F:20])[F:19])[CH:11]=2)[CH:5]=[CH:6][CH:7]=1.C(=O)([O-])[O-].[Cs+].[Cs+].[Cl:43][C:44]1[CH:49]=[CH:48][C:47]([OH:50])=[CH:46][C:45]=1[CH2:51][CH3:52].C1(C(O)=O)C2C(=CC=CC=2)C=CC=1. (4) Given the product [Br:47][C:16]1[C:17]2[C:22](=[CH:21][C:20]([CH2:25][N:26]([CH3:46])[C:27]([C:29]3[O:30][C:31]4[CH:45]=[CH:44][CH:43]=[CH:42][C:32]=4[C:33]=3[CH2:34][CH2:35][C:36]3[CH:41]=[CH:40][CH:39]=[CH:38][CH:37]=3)=[O:28])=[CH:19][CH:18]=2)[CH:23]=[CH:24][C:15]=1[O:14][CH:6]([CH2:7][C:8]1[CH:9]=[CH:10][CH:11]=[CH:12][CH:13]=1)[C:5]([OH:48])=[O:4], predict the reactants needed to synthesize it. The reactants are: [OH-].[Na+].C[O:4][C:5](=[O:48])[CH:6]([O:14][C:15]1[CH:24]=[CH:23][C:22]2[C:17](=[CH:18][CH:19]=[C:20]([CH2:25][N:26]([CH3:46])[C:27]([C:29]3[O:30][C:31]4[CH:45]=[CH:44][CH:43]=[CH:42][C:32]=4[C:33]=3[CH2:34][CH2:35][C:36]3[CH:41]=[CH:40][CH:39]=[CH:38][CH:37]=3)=[O:28])[CH:21]=2)[C:16]=1[Br:47])[CH2:7][C:8]1[CH:13]=[CH:12][CH:11]=[CH:10][CH:9]=1.O.Cl. (5) Given the product [NH2:12][C:10]1[CH:9]=[CH:8][C:3]([C:4]([O:6][CH3:7])=[O:5])=[C:2]([F:1])[CH:11]=1, predict the reactants needed to synthesize it. The reactants are: [F:1][C:2]1[CH:11]=[C:10]([N+:12]([O-])=O)[CH:9]=[CH:8][C:3]=1[C:4]([O:6][CH3:7])=[O:5].